From a dataset of Forward reaction prediction with 1.9M reactions from USPTO patents (1976-2016). Predict the product of the given reaction. (1) Given the reactants [CH2:1]([O:3][C:4](=[O:28])[C:5]1[CH:10]=[C:9]([Br:11])[CH:8]=[C:7]([CH3:12])[C:6]=1[N:13]([C:21]([O:23][C:24]([CH3:27])([CH3:26])[CH3:25])=[O:22])[C:14]([O:16][C:17]([CH3:20])([CH3:19])[CH3:18])=[O:15])[CH3:2].[Br:29]CC1C=C(C=CC=1S(CC)(=O)=O)C#N, predict the reaction product. The product is: [CH2:1]([O:3][C:4](=[O:28])[C:5]1[CH:10]=[C:9]([Br:11])[CH:8]=[C:7]([CH2:12][Br:29])[C:6]=1[N:13]([C:21]([O:23][C:24]([CH3:27])([CH3:26])[CH3:25])=[O:22])[C:14]([O:16][C:17]([CH3:20])([CH3:19])[CH3:18])=[O:15])[CH3:2]. (2) Given the reactants Br[C:2]1[C:7]([NH:8][S:9]([C:12]2[CH:17]=[CH:16][C:15]([C:18]([CH3:21])([CH3:20])[CH3:19])=[CH:14][CH:13]=2)(=[O:11])=[O:10])=[CH:6][C:5]([Cl:22])=[CH:4][N:3]=1.[NH:23]1[C:31]2[C:26](=[N:27][CH:28]=[CH:29][CH:30]=2)[CH:25]=[N:24]1.CN[C@@H]1CCCC[C@H]1NC.C(=O)([O-])[O-].[Cs+].[Cs+], predict the reaction product. The product is: [C:18]([C:15]1[CH:16]=[CH:17][C:12]([S:9]([NH:8][C:7]2[C:2]([N:23]3[C:31]4[C:26](=[N:27][CH:28]=[CH:29][CH:30]=4)[CH:25]=[N:24]3)=[N:3][CH:4]=[C:5]([Cl:22])[CH:6]=2)(=[O:11])=[O:10])=[CH:13][CH:14]=1)([CH3:21])([CH3:20])[CH3:19]. (3) Given the reactants [CH3:1][N:2]1[CH2:7][CH2:6][C:5]2([CH2:12][CH2:11][NH:10][CH2:9][CH2:8]2)[CH2:4][CH2:3]1.Br[C:14]1[CH:19]=[CH:18][C:17]([Cl:20])=[C:16]([Cl:21])[CH:15]=1, predict the reaction product. The product is: [Cl:21][C:16]1[CH:15]=[C:14]([N:10]2[CH2:9][CH2:8][C:5]3([CH2:4][CH2:3][N:2]([CH3:1])[CH2:7][CH2:6]3)[CH2:12][CH2:11]2)[CH:19]=[CH:18][C:17]=1[Cl:20]. (4) Given the reactants [C:1]1([C:7]2[CH:11]=[CH:10][NH:9][N:8]=2)[CH:6]=[CH:5][CH:4]=[CH:3][CH:2]=1.C(=O)([O-])[O-].[K+].[K+].[F:18][C:19]1[CH:24]=[CH:23][CH:22]=[CH:21][C:20]=1I, predict the reaction product. The product is: [F:18][C:19]1[CH:24]=[CH:23][CH:22]=[CH:21][C:20]=1[N:9]1[CH:10]=[CH:11][C:7]([C:1]2[CH:2]=[CH:3][CH:4]=[CH:5][CH:6]=2)=[N:8]1. (5) Given the reactants [F:1][C:2]1([F:14])[O:6][C:5]2[CH:7]=[CH:8][C:9](B(O)O)=[CH:10][C:4]=2[O:3]1.[OH:15]O, predict the reaction product. The product is: [F:1][C:2]1([F:14])[O:6][C:5]2[CH:7]=[CH:8][C:9]([OH:15])=[CH:10][C:4]=2[O:3]1. (6) The product is: [CH3:20][S:21]([O:12][CH:10]([CH3:11])[CH2:9][C:5]1[CH:6]=[CH:7][CH:8]=[C:3]([O:2][CH3:1])[CH:4]=1)(=[O:23])=[O:22]. Given the reactants [CH3:1][O:2][C:3]1[CH:4]=[C:5]([CH2:9][CH:10]([OH:12])[CH3:11])[CH:6]=[CH:7][CH:8]=1.CCN(CC)CC.[CH3:20][S:21](O)(=[O:23])=[O:22], predict the reaction product. (7) Given the reactants [C:1]([C:4]1[CH:5]=[CH:6][CH:7]=[C:8]2[C:13]=1[N:12]=[C:11]([NH:14][C:15]([CH3:26])([CH3:25])[CH2:16][NH:17][C:18](=[O:24])[O:19][C:20]([CH3:23])([CH3:22])[CH3:21])[C:10]([CH3:27])=[N:9]2)(=[O:3])[CH3:2].FC(F)(F)S(O[Si:34]([C:37]([CH3:40])([CH3:39])[CH3:38])([CH3:36])[CH3:35])(=O)=O, predict the reaction product. The product is: [Si:34]([O:3][C:1]([C:4]1[CH:5]=[CH:6][CH:7]=[C:8]2[C:13]=1[N:12]=[C:11]([NH:14][C:15]([CH3:26])([CH3:25])[CH2:16][NH:17][C:18](=[O:24])[O:19][C:20]([CH3:21])([CH3:23])[CH3:22])[C:10]([CH3:27])=[N:9]2)=[CH2:2])([C:37]([CH3:40])([CH3:39])[CH3:38])([CH3:36])[CH3:35]. (8) The product is: [NH2:7][C:8]1[N:12]([CH2:13][CH2:14][O:15][C:16]([C:23]2[CH:28]=[CH:27][CH:26]=[CH:25][CH:24]=2)([C:17]2[CH:18]=[CH:19][CH:20]=[CH:21][CH:22]=2)[C:29]2[CH:34]=[CH:33][CH:32]=[CH:31][CH:30]=2)[N:11]=[CH:10][C:9]=1[CH2:35][CH2:36][NH2:37]. Given the reactants [H-].[Al+3].[Li+].[H-].[H-].[H-].[NH2:7][C:8]1[N:12]([CH2:13][CH2:14][O:15][C:16]([C:29]2[CH:34]=[CH:33][CH:32]=[CH:31][CH:30]=2)([C:23]2[CH:28]=[CH:27][CH:26]=[CH:25][CH:24]=2)[C:17]2[CH:22]=[CH:21][CH:20]=[CH:19][CH:18]=2)[N:11]=[CH:10][C:9]=1/[CH:35]=[CH:36]/[N+:37]([O-])=O.[F-].[Na+].O, predict the reaction product.